From a dataset of Catalyst prediction with 721,799 reactions and 888 catalyst types from USPTO. Predict which catalyst facilitates the given reaction. (1) Reactant: [NH2:1][C:2]1[N:10]=[CH:9][CH:8]=[CH:7][C:3]=1[C:4]([OH:6])=O.ON1C2C=CC=CC=2N=N1.CCN=C=NCCCN(C)C.[CH3:32][C:33]1[CH:47]=[CH:46][CH:45]=[CH:44][C:34]=1[O:35][C:36]1[CH:43]=[CH:42][C:39]([CH2:40][NH2:41])=[CH:38][CH:37]=1.C(=O)(O)[O-].[Na+]. Product: [CH3:32][C:33]1[CH:47]=[CH:46][CH:45]=[CH:44][C:34]=1[O:35][C:36]1[CH:43]=[CH:42][C:39]([CH2:40][NH:41][C:4](=[O:6])[C:3]2[CH:7]=[CH:8][CH:9]=[N:10][C:2]=2[NH2:1])=[CH:38][CH:37]=1. The catalyst class is: 3. (2) Reactant: C1COCC1.C1(C)C=CC=CC=1.[Br:13][C:14]1[CH:15]=[C:16]([Mg]Br)[CH:17]=[C:18]([CH3:20])[CH:19]=1.[CH2:23]([N:30]1[CH2:35][CH:34]=[C:33]([C:36]([O:38][CH3:39])=[O:37])[CH2:32][CH2:31]1)[C:24]1[CH:29]=[CH:28][CH:27]=[CH:26][CH:25]=1. Product: [CH2:23]([N:30]1[CH2:31][CH2:32][CH:33]([C:36]([O:38][CH3:39])=[O:37])[CH:34]([C:16]2[CH:17]=[C:18]([CH3:20])[CH:19]=[C:14]([Br:13])[CH:15]=2)[CH2:35]1)[C:24]1[CH:25]=[CH:26][CH:27]=[CH:28][CH:29]=1. The catalyst class is: 48. (3) Reactant: O1[C:5]2([CH2:10][CH2:9][CH:8]([CH2:11][NH:12][C:13]3[CH:18]=[CH:17][C:16]([CH2:19][N:20]4[C:24]5=[N:25][C:26]([CH3:30])=[CH:27][C:28]([CH3:29])=[C:23]5[N:22]=[C:21]4[CH2:31][CH3:32])=[CH:15][CH:14]=3)[CH2:7][CH2:6]2)[O:4]CC1.Cl.[OH-].[Na+]. Product: [CH2:31]([C:21]1[N:20]([CH2:19][C:16]2[CH:15]=[CH:14][C:13]([NH:12][CH2:11][CH:8]3[CH2:9][CH2:10][C:5](=[O:4])[CH2:6][CH2:7]3)=[CH:18][CH:17]=2)[C:24]2=[N:25][C:26]([CH3:30])=[CH:27][C:28]([CH3:29])=[C:23]2[N:22]=1)[CH3:32]. The catalyst class is: 1. (4) Reactant: [CH2:1]([O:5][C:6]1[N:11]=[CH:10][N:9]=[C:8]([C:12](O)([CH3:19])[C:13]2[CH:18]=[CH:17][CH:16]=[CH:15][CH:14]=2)[CH:7]=1)[C:2]#[C:3][CH3:4].FC1(F)N(C)CCN1C.O. Product: [N:9]1[CH:8]=[CH:7][CH:6]=[N:11][CH:10]=1.[CH2:1]([O:5][C:6]1[CH:7]=[C:8]([C:12]([C:13]2[CH:14]=[CH:15][CH:16]=[CH:17][CH:18]=2)=[CH2:19])[N:9]=[CH:10][N:11]=1)[C:2]#[C:3][CH3:4]. The catalyst class is: 10.